This data is from Reaction yield outcomes from USPTO patents with 853,638 reactions. The task is: Predict the reaction yield, written as a fraction of the theoretical maximum amount of product (1.0 means a 100% yield; for example, 0.34 means a 34% yield). (1) The reactants are [C:1]([C:3]1[CH:8]=[C:7]([N+:9]([O-])=O)[CH:6]=[CH:5][C:4]=1[S:12]([NH:15][C:16]1[CH:17]=[CH:18][C:19]2[CH2:23][O:22][B:21]([OH:24])[C:20]=2[CH:25]=1)(=[O:14])=[O:13])#[N:2]. The catalyst is CO.[NH4+].[OH-].[Ni]. The product is [NH2:9][C:7]1[CH:6]=[CH:5][C:4]([S:12]([NH:15][C:16]2[CH:17]=[CH:18][C:19]3[CH2:23][O:22][B:21]([OH:24])[C:20]=3[CH:25]=2)(=[O:13])=[O:14])=[C:3]([CH2:1][NH2:2])[CH:8]=1. The yield is 1.00. (2) The reactants are [CH2:1]([O:8][C:9]([N:11]1[CH2:15][C:14](=[O:16])[CH2:13][N:12]1[C:17](=[O:26])[CH2:18][C:19]1[CH:24]=[CH:23][C:22]([F:25])=[CH:21][CH:20]=1)=[O:10])[C:2]1[CH:7]=[CH:6][CH:5]=[CH:4][CH:3]=1.CCOCC. The catalyst is C1COCC1. The product is [CH2:1]([O:8][C:9]([N:11]1[CH2:15][CH:14]([OH:16])[CH2:13][N:12]1[C:17](=[O:26])[CH2:18][C:19]1[CH:24]=[CH:23][C:22]([F:25])=[CH:21][CH:20]=1)=[O:10])[C:2]1[CH:7]=[CH:6][CH:5]=[CH:4][CH:3]=1. The yield is 0.730. (3) The reactants are C([Mg]Cl)(C)C.[Cl:6][C:7]1[CH:12]=[CH:11][C:10]([CH:13]([CH3:15])[CH3:14])=[C:9](I)[CH:8]=1.C[O:18][B:19](OC)[O:20]C.Cl. The catalyst is C1COCC1. The product is [Cl:6][C:7]1[CH:12]=[CH:11][C:10]([CH:13]([CH3:15])[CH3:14])=[C:9]([B:19]([OH:20])[OH:18])[CH:8]=1. The yield is 0.870. (4) The reactants are [CH2:1]([O:3][C:4]([C:6]1([CH2:19][C:20]2[CH:25]=[CH:24][CH:23]=[CH:22][CH:21]=2)[CH2:11][CH2:10][N:9]([C:12]([O:14][C:15]([CH3:18])([CH3:17])[CH3:16])=[O:13])[CH2:8][CH2:7]1)=[O:5])[CH3:2].[OH-].[Na+].Cl.C(N(C(C)C)CC)(C)C.C(Br)[C:39]1[CH:44]=[CH:43]C=[CH:41][CH:40]=1. The catalyst is C(#N)C.C(OCC)(=O)C.CO. The product is [C:15]([O:14][C:12]([N:9]1[CH2:8][CH2:7][C:6]([CH2:19][C:20]2[CH:21]=[CH:22][CH:23]=[CH:24][CH:25]=2)([C:4]([O:3][CH2:1][C:2]2[CH:43]=[CH:44][CH:39]=[CH:40][CH:41]=2)=[O:5])[CH2:11][CH2:10]1)=[O:13])([CH3:18])([CH3:16])[CH3:17]. The yield is 0.850. (5) The reactants are [I:1]I.[OH:3][C:4]1[C:9]([C:10]([O:12][CH2:13][CH3:14])=[O:11])=[CH:8][N:7]=[C:6]2[S:15][CH:16]=[CH:17][C:5]=12. The catalyst is C(Cl)(Cl)Cl. The product is [OH:3][C:4]1[C:9]([C:10]([O:12][CH2:13][CH3:14])=[O:11])=[CH:8][N:7]=[C:6]2[S:15][C:16]([I:1])=[CH:17][C:5]=12. The yield is 0.360. (6) The reactants are C(NC(C)C)(C)C.[Li]CCCC.[F:13][CH2:14][P:15]([C:20]([O:25][CH2:26][CH3:27])([O:22][CH2:23][CH3:24])[CH3:21])(=[O:19])[O:16][CH2:17][CH3:18].C[O:29][C:30](=O)[CH2:31][NH:32][C:33]([O:35][C:36]([CH3:39])([CH3:38])[CH3:37])=[O:34].C(O)(=O)C.[Cl-].[Na+]. The catalyst is C1COCC1. The product is [C:36]([O:35][C:33]([NH:32][CH2:31][C:30](=[O:29])[CH:14]([P:15]([C:20]([O:25][CH2:26][CH3:27])([O:22][CH2:23][CH3:24])[CH3:21])(=[O:19])[O:16][CH2:17][CH3:18])[F:13])=[O:34])([CH3:39])([CH3:38])[CH3:37]. The yield is 0.440.